From a dataset of Reaction yield outcomes from USPTO patents with 853,638 reactions. Predict the reaction yield, written as a fraction of the theoretical maximum amount of product (1.0 means a 100% yield; for example, 0.34 means a 34% yield). (1) The reactants are [S:1]1[C:5]2[CH:6]=[C:7]([CH2:9]O)[NH:8][C:4]=2[N:3]=[CH:2]1.C([SiH](CC)CC)C.FC(F)(F)C(O)=O.C(=O)(O)[O-].[Na+]. The catalyst is ClCCl. The product is [CH3:9][C:7]1[NH:8][C:4]2[N:3]=[CH:2][S:1][C:5]=2[CH:6]=1. The yield is 0.800. (2) The reactants are [CH3:1][C:2]1[N:3]([C:8]2[CH:13]=[CH:12][C:11]([CH:14]3[CH2:16][O:15]3)=[CH:10][N:9]=2)[C:4]([CH3:7])=[CH:5][CH:6]=1.[CH2:17]([NH2:20])[CH2:18][CH3:19].Cl.O. The catalyst is CS(C)=O. The product is [CH3:1][C:2]1[N:3]([C:8]2[N:9]=[CH:10][C:11]([CH:14]([OH:15])[CH2:16][NH:20][CH2:17][CH2:18][CH3:19])=[CH:12][CH:13]=2)[C:4]([CH3:7])=[CH:5][CH:6]=1. The yield is 1.00. (3) The reactants are [F:1][C:2]1[CH:7]=[CH:6][C:5]([C:8]2([C:16]#N)[CH2:11][C:10]([O:14][CH3:15])([O:12][CH3:13])[CH2:9]2)=[CH:4][CH:3]=1.[OH-:18].[Na+].[OH2:20]. The catalyst is C(O)C. The product is [F:1][C:2]1[CH:7]=[CH:6][C:5]([C:8]2([C:16]([OH:20])=[O:18])[CH2:11][C:10]([O:14][CH3:15])([O:12][CH3:13])[CH2:9]2)=[CH:4][CH:3]=1. The yield is 0.660. (4) The reactants are [Si]([O:8][CH2:9][CH:10]1[O:14][N:13]=[C:12]([C:15]2[CH:20]=[CH:19][C:18]([C:21]3[CH:26]=[CH:25][C:24]([N:27]4[CH2:31][C@H:30]([CH2:32][N:33]5[CH:37]=[CH:36][N:35]=[N:34]5)[O:29][C:28]4=[O:38])=[CH:23][C:22]=3[F:39])=[CH:17][C:16]=2[O:40][CH3:41])[CH2:11]1)(C(C)(C)C)(C)C.[F-].C([N+](CCCC)(CCCC)CCCC)CCC. The catalyst is O1CCCC1. The product is [F:39][C:22]1[CH:23]=[C:24]([N:27]2[CH2:31][C@H:30]([CH2:32][N:33]3[CH:37]=[CH:36][N:35]=[N:34]3)[O:29][C:28]2=[O:38])[CH:25]=[CH:26][C:21]=1[C:18]1[CH:19]=[CH:20][C:15]([C:12]2[CH2:11][CH:10]([CH2:9][OH:8])[O:14][N:13]=2)=[C:16]([O:40][CH3:41])[CH:17]=1. The yield is 0.490. (5) The reactants are [C:1]([O:5][C:6]([N:8]1[CH2:12][CH2:11][C@H:10]([CH:13]=[CH2:14])[C@H:9]1[CH2:15][OH:16])=[O:7])([CH3:4])([CH3:3])[CH3:2].CC(C)=[O:19].OS(O)(=O)=O.O=[Cr](=O)=O.OS(O)(=O)=O.O. The catalyst is CC(C)=O.C(O)(C)C. The product is [C:1]([O:5][C:6]([N:8]1[CH2:12][CH2:11][C@H:10]([CH:13]=[CH2:14])[C@H:9]1[C:15]([OH:19])=[O:16])=[O:7])([CH3:4])([CH3:3])[CH3:2]. The yield is 0.740.